Dataset: Reaction yield outcomes from USPTO patents with 853,638 reactions. Task: Predict the reaction yield, written as a fraction of the theoretical maximum amount of product (1.0 means a 100% yield; for example, 0.34 means a 34% yield). (1) The reactants are C[Si]([N-][Si](C)(C)C)(C)C.[Li+].F[C:12]1[C:17]([C:18]2[N:23]=[C:22]([CH3:24])[N:21]=[C:20]([N:25]([CH2:35][C:36]3[CH:41]=[CH:40][C:39]([O:42][CH3:43])=[CH:38][CH:37]=3)[CH2:26][C:27]3[CH:32]=[CH:31][C:30]([O:33][CH3:34])=[CH:29][CH:28]=3)[CH:19]=2)=[CH:16][C:15]([CH2:44][N:45]2[CH2:50][CH2:49][N:48]([S:51]([CH3:54])(=[O:53])=[O:52])[CH2:47][CH2:46]2)=[CH:14][N:13]=1.[CH3:55][O:56][C:57]1[N:62]=[CH:61][C:60]([NH2:63])=[CH:59][CH:58]=1. The catalyst is C1COCC1. The product is [CH3:34][O:33][C:30]1[CH:31]=[CH:32][C:27]([CH2:26][N:25]([CH2:35][C:36]2[CH:41]=[CH:40][C:39]([O:42][CH3:43])=[CH:38][CH:37]=2)[C:20]2[CH:19]=[C:18]([C:17]3[C:12]([NH:63][C:60]4[CH:61]=[N:62][C:57]([O:56][CH3:55])=[CH:58][CH:59]=4)=[N:13][CH:14]=[C:15]([CH2:44][N:45]4[CH2:50][CH2:49][N:48]([S:51]([CH3:54])(=[O:53])=[O:52])[CH2:47][CH2:46]4)[CH:16]=3)[N:23]=[C:22]([CH3:24])[N:21]=2)=[CH:28][CH:29]=1. The yield is 0.950. (2) The reactants are [Si:1]([O:8][CH2:9][CH2:10][N:11]1[C:17]2[N:18]=[CH:19][CH:20]=[CH:21][C:16]=2[C:15]2[CH:22]=[CH:23][CH:24]=[CH:25][C:14]=2[C:13](=[N:26]O)[C:12]1=[O:28])([C:4]([CH3:7])([CH3:6])[CH3:5])([CH3:3])[CH3:2].[H][H]. The catalyst is [Ni].O1CCCC1. The product is [NH2:26][CH:13]1[C:14]2[CH:25]=[CH:24][CH:23]=[CH:22][C:15]=2[C:16]2[CH:21]=[CH:20][CH:19]=[N:18][C:17]=2[N:11]([CH2:10][CH2:9][O:8][Si:1]([C:4]([CH3:6])([CH3:5])[CH3:7])([CH3:2])[CH3:3])[C:12]1=[O:28]. The yield is 0.932. (3) The reactants are Cl[CH2:2][C:3](Cl)=[O:4].[NH2:6][C:7]1[CH:12]=[CH:11][CH:10]=[CH:9][C:8]=1[OH:13].C(=O)(O)[O-].[Na+]. The catalyst is C(Cl)(Cl)Cl.CC[N+](CC1C=CC=CC=1)(CC)CC.[Cl-]. The product is [O:13]1[CH2:2][C:3](=[O:4])[NH:6][C:7]2[CH:12]=[CH:11][CH:10]=[CH:9][C:8]1=2. The yield is 0.600.